Dataset: Peptide-MHC class I binding affinity with 185,985 pairs from IEDB/IMGT. Task: Regression. Given a peptide amino acid sequence and an MHC pseudo amino acid sequence, predict their binding affinity value. This is MHC class I binding data. (1) The peptide sequence is QLDSSNKSM. The MHC is HLA-A02:06 with pseudo-sequence HLA-A02:06. The binding affinity (normalized) is 0.0323. (2) The peptide sequence is YEFRKVKSY. The MHC is HLA-B44:03 with pseudo-sequence HLA-B44:03. The binding affinity (normalized) is 0.822. (3) The peptide sequence is ISYTYNDNW. The MHC is HLA-A02:01 with pseudo-sequence HLA-A02:01. The binding affinity (normalized) is 0.0847. (4) The peptide sequence is HPIILGFRKI. The MHC is Patr-A0701 with pseudo-sequence Patr-A0701. The binding affinity (normalized) is 0. (5) The peptide sequence is RAWGRRLMI. The MHC is HLA-B18:01 with pseudo-sequence HLA-B18:01. The binding affinity (normalized) is 0.0847. (6) The peptide sequence is RTNGASYAY. The MHC is BoLA-T2a with pseudo-sequence BoLA-T2a. The binding affinity (normalized) is 0.0954.